From a dataset of Catalyst prediction with 721,799 reactions and 888 catalyst types from USPTO. Predict which catalyst facilitates the given reaction. (1) The catalyst class is: 15. Product: [CH3:30][O:35][C:22]1[CH:21]=[CH:20][CH:19]=[CH:18][C:17]=1[C:16]1[C:10]2[N:9]=[CH:8][N:7]([C:1]3[CH:6]=[CH:5][C:4]([O:42][CH3:41])=[CH:3][CH:2]=3)[C:12](=[O:13])[C:11]=2[S:14][CH:15]=1. Reactant: [C:1]1([N:7]2[C:12](=[O:13])[C:11]3[S:14][CH:15]=[C:16]([C:17]4[CH:22]=[CH:21][CH:20]=[CH:19][CH:18]=4)[C:10]=3[N:9]=[CH:8]2)[CH:6]=[CH:5][CH:4]=[CH:3][CH:2]=1.NC1C(C2C=CC=C[C:30]=2[O:35]C)=CSC=1C(OC)=O.[CH:41](OCC)(OCC)[O:42]CC.COC1C=CC(N)=CC=1. (2) Reactant: [N:1]1([C:18]([O:20][C:21]([CH3:24])([CH3:23])[CH3:22])=[O:19])[CH2:6][CH2:5][N:4]([C:7]([O:9][C:10]([CH3:13])([CH3:12])[CH3:11])=[O:8])[CH2:3][CH:2]1[C:14](OC)=[O:15].[Cl-].[Cl-].[Ca+2].[BH4-].[Na+]. Product: [OH:15][CH2:14][CH:2]1[CH2:3][N:4]([C:7]([O:9][C:10]([CH3:12])([CH3:13])[CH3:11])=[O:8])[CH2:5][CH2:6][N:1]1[C:18]([O:20][C:21]([CH3:24])([CH3:23])[CH3:22])=[O:19]. The catalyst class is: 8. (3) Reactant: [CH2:1]([SH:3])[CH3:2].[Cl:4][C:5]1[N:10]=[C:9]([C:11]([O:13][CH3:14])=[O:12])[CH:8]=[C:7](Cl)[N:6]=1. Product: [Cl:4][C:5]1[N:10]=[C:9]([C:11]([O:13][CH3:14])=[O:12])[CH:8]=[C:7]([S:3][CH2:1][CH3:2])[N:6]=1. The catalyst class is: 387. (4) Reactant: [CH:1]([C:4]1[N:5]=[C:6]([CH2:9][CH2:10][C:11]2[CH:44]=[CH:43][N:14]3[C:15](=[O:42])[C:16]([C:25](=[O:41])[CH2:26][C:27]4[N:28]=[N:29][N:30](CC5C=CC(OC)=CC=5)[N:31]=4)=[C:17]([N:19]4[CH2:24][CH2:23][O:22][CH2:21][CH2:20]4)[N:18]=[C:13]3[CH:12]=2)[S:7][CH:8]=1)([CH3:3])[CH3:2]. Product: [CH:1]([C:4]1[N:5]=[C:6]([CH2:9][CH2:10][C:11]2[CH:44]=[CH:43][N:14]3[C:15](=[O:42])[C:16]([C:25](=[O:41])[CH2:26][C:27]4[N:28]=[N:29][NH:30][N:31]=4)=[C:17]([N:19]4[CH2:20][CH2:21][O:22][CH2:23][CH2:24]4)[N:18]=[C:13]3[CH:12]=2)[S:7][CH:8]=1)([CH3:3])[CH3:2]. The catalyst class is: 55. (5) Reactant: [CH3:1][C@H:2]1[CH2:7][NH:6][CH2:5][C@H:4]([CH3:8])[NH:3]1.[C:9](O[C:9]([O:11][C:12]([CH3:15])([CH3:14])[CH3:13])=[O:10])([O:11][C:12]([CH3:15])([CH3:14])[CH3:13])=[O:10].C(N(CC)CC)C. Product: [CH3:8][C@@H:4]1[NH:3][C@@H:2]([CH3:1])[CH2:7][N:6]([C:9]([O:11][C:12]([CH3:15])([CH3:14])[CH3:13])=[O:10])[CH2:5]1. The catalyst class is: 172. (6) Product: [Cl:8][C:5]1[C:4]([NH:9][S:14]([CH3:17])(=[O:16])=[O:15])=[CH:3][C:2]([N:73]=[C:72]([C:66]2[CH:71]=[CH:70][CH:69]=[CH:68][CH:67]=2)[C:74]2[CH:79]=[CH:78][CH:77]=[CH:76][CH:75]=2)=[CH:7][N:6]=1. The catalyst class is: 533. Reactant: Br[C:2]1[CH:3]=[C:4]([N:9]([S:14]([CH3:17])(=[O:16])=[O:15])S(C)(=O)=O)[C:5]([Cl:8])=[N:6][CH:7]=1.CC1(C)C2C(=C(P(C3C=CC=CC=3)C3C=CC=CC=3)C=CC=2)OC2C(P(C3C=CC=CC=3)C3C=CC=CC=3)=CC=CC1=2.CC([O-])(C)C.[Na+].[C:66]1([C:72]([C:74]2[CH:79]=[CH:78][CH:77]=[CH:76][CH:75]=2)=[NH:73])[CH:71]=[CH:70][CH:69]=[CH:68][CH:67]=1.